Dataset: Forward reaction prediction with 1.9M reactions from USPTO patents (1976-2016). Task: Predict the product of the given reaction. (1) The product is: [NH2:27][CH2:26][C:22]1[CH:21]=[C:20]([CH:25]=[CH:24][CH:23]=1)[CH2:28][NH:29][C:2]1[C:7]([C:8]#[N:9])=[CH:6][N:5]=[CH:4][C:3]=1[C:10]1[CH:15]=[CH:14][C:13]([O:16][CH3:17])=[C:12]([O:18][CH3:19])[CH:11]=1. Given the reactants Cl[C:2]1[C:7]([C:8]#[N:9])=[CH:6][N:5]=[CH:4][C:3]=1[C:10]1[CH:15]=[CH:14][C:13]([O:16][CH3:17])=[C:12]([O:18][CH3:19])[CH:11]=1.[C:20]1([CH2:28][NH2:29])[CH:25]=[CH:24][CH:23]=[C:22]([CH2:26][NH2:27])[CH:21]=1.C(N(CC)CC)C, predict the reaction product. (2) Given the reactants [C:1]([C:3]1[CH:8]=[CH:7][C:6]([C:9]2(O)[CH2:14][CH2:13][N:12]([C:15]([O:17][C:18]([CH3:21])([CH3:20])[CH3:19])=[O:16])[CH2:11][CH2:10]2)=[CH:5][CH:4]=1)#[N:2].O=P(Cl)(Cl)Cl, predict the reaction product. The product is: [C:1]([C:3]1[CH:4]=[CH:5][C:6]([C:9]2[CH2:14][CH2:13][N:12]([C:15]([O:17][C:18]([CH3:21])([CH3:20])[CH3:19])=[O:16])[CH2:11][CH:10]=2)=[CH:7][CH:8]=1)#[N:2]. (3) Given the reactants [CH3:1][O:2][C:3]([C:5]1[CH:6]=[CH:7][CH:8]=[C:9]2[C:14]=1[NH:13][CH:12]([C:15]1[CH:20]=[CH:19][CH:18]=[C:17](Br)[CH:16]=1)[CH2:11][C:10]2([CH3:23])[CH3:22])=[O:4].[CH3:24][N:25]1[CH2:30][CH2:29][NH:28][CH2:27][CH2:26]1.Cl.CN(C)CC(O)=O.C(=O)([O-])[O-].[K+].[K+], predict the reaction product. The product is: [CH3:1][O:2][C:3]([C:5]1[CH:6]=[CH:7][CH:8]=[C:9]2[C:14]=1[NH:13][CH:12]([C:15]1[CH:20]=[CH:19][CH:18]=[C:17]([N:28]3[CH2:29][CH2:30][N:25]([CH3:24])[CH2:26][CH2:27]3)[CH:16]=1)[CH2:11][C:10]2([CH3:23])[CH3:22])=[O:4]. (4) Given the reactants Br[C:2]1[C:6](=[O:7])[O:5][CH2:4][C:3]=1[N:8]1[CH2:12][CH2:11][C:10]2([CH2:17][CH2:16][N:15]([C:18]([O:20][C:21]([CH3:24])([CH3:23])[CH3:22])=[O:19])[CH2:14][CH2:13]2)[C:9]1=[O:25].C1(P([CH:39]2[CH2:44][CH2:43]CCC2)C2CCCCC2)CCCCC1.C1(B(O)O)CC1.P([O-])([O-])([O-])=O.[K+].[K+].[K+], predict the reaction product. The product is: [CH:43]1([C:2]2[C:6](=[O:7])[O:5][CH2:4][C:3]=2[N:8]2[CH2:12][CH2:11][C:10]3([CH2:17][CH2:16][N:15]([C:18]([O:20][C:21]([CH3:24])([CH3:23])[CH3:22])=[O:19])[CH2:14][CH2:13]3)[C:9]2=[O:25])[CH2:44][CH2:39]1. (5) Given the reactants Br[C:2]1[S:3][C:4]([F:7])=[CH:5][CH:6]=1.[CH3:8][C:9]1([CH3:25])[C:13]([CH3:15])([CH3:14])[O:12][B:11]([B:11]2[O:12][C:13]([CH3:15])([CH3:14])[C:9]([CH3:25])([CH3:8])[O:10]2)[O:10]1.CC([O-])=O.[K+].CCOC(C)=O, predict the reaction product. The product is: [F:7][C:4]1[S:3][C:2]([B:11]2[O:12][C:13]([CH3:15])([CH3:14])[C:9]([CH3:25])([CH3:8])[O:10]2)=[CH:6][CH:5]=1.